Dataset: Peptide-MHC class I binding affinity with 185,985 pairs from IEDB/IMGT. Task: Regression. Given a peptide amino acid sequence and an MHC pseudo amino acid sequence, predict their binding affinity value. This is MHC class I binding data. (1) The MHC is HLA-A02:01 with pseudo-sequence HLA-A02:01. The peptide sequence is ETQSGALEV. The binding affinity (normalized) is 0.0493. (2) The peptide sequence is KRYLQAKSE. The MHC is HLA-B27:05 with pseudo-sequence HLA-B27:05. The binding affinity (normalized) is 0.561.